From a dataset of Forward reaction prediction with 1.9M reactions from USPTO patents (1976-2016). Predict the product of the given reaction. (1) Given the reactants Cl[CH2:2][C:3]1[O:4][C:5]2[CH:12]=[CH:11][CH:10]=[CH:9][C:6]=2[C:7]=1[CH3:8].[CH3:13][C:14]1([CH3:28])[C:18]([CH3:20])([CH3:19])[O:17][B:16]([C:21]2[CH:26]=[CH:25][C:24]([OH:27])=[CH:23][CH:22]=2)[O:15]1.C([O-])([O-])=O.[K+].[K+], predict the reaction product. The product is: [CH3:8][C:7]1[C:6]2[CH:9]=[CH:10][CH:11]=[CH:12][C:5]=2[O:4][C:3]=1[CH2:2][O:27][C:24]1[CH:23]=[CH:22][C:21]([B:16]2[O:17][C:18]([CH3:20])([CH3:19])[C:14]([CH3:28])([CH3:13])[O:15]2)=[CH:26][CH:25]=1. (2) Given the reactants [Br:1][C:2]1[CH:7]=[CH:6][N:5]=[C:4]2[N:8]([S:13]([C:16]3[CH:21]=[CH:20][CH:19]=[CH:18][CH:17]=3)(=[O:15])=[O:14])[C:9]([CH2:11][OH:12])=[CH:10][C:3]=12.[CH3:22][S:23](O[S:23]([CH3:22])(=[O:25])=[O:24])(=[O:25])=[O:24], predict the reaction product. The product is: [CH3:22][S:23]([O:12][CH2:11][C:9]1[N:8]([S:13]([C:16]2[CH:17]=[CH:18][CH:19]=[CH:20][CH:21]=2)(=[O:15])=[O:14])[C:4]2=[N:5][CH:6]=[CH:7][C:2]([Br:1])=[C:3]2[CH:10]=1)(=[O:25])=[O:24]. (3) The product is: [Cl:8][C:6]1[CH:5]=[CH:4][N:3]2[CH:14]=[C:13]([C:12]3[CH:17]=[CH:18][C:19]([CH3:20])=[C:10]([CH3:9])[CH:11]=3)[N:1]=[C:2]2[CH:7]=1. Given the reactants [NH2:1][C:2]1[CH:7]=[C:6]([Cl:8])[CH:5]=[CH:4][N:3]=1.[CH3:9][C:10]1[CH:11]=[C:12]([CH:17]=[CH:18][C:19]=1[CH3:20])[C:13](=O)[CH2:14]Br.C([O-])(O)=O.[Na+], predict the reaction product. (4) Given the reactants CO[C:3](=[O:23])[C:4]([OH:22])=[CH:5][C:6](=[O:21])[N:7]([CH2:13][C:14]1[CH:19]=[CH:18][C:17]([F:20])=[CH:16][CH:15]=1)[O:8][CH2:9][CH:10]([CH3:12])[CH3:11].C=O.CN.ClC1C=C(C=CC=1Cl)[CH2:32][N:33](C)[C:34](C1CN(C)C(=O)C=1O)=O, predict the reaction product. The product is: [F:20][C:17]1[CH:16]=[CH:15][C:14]([CH2:13][N:7]([O:8][CH2:9][CH:10]([CH3:11])[CH3:12])[C:6]([C:5]2[CH2:32][N:33]([CH3:34])[C:3](=[O:23])[C:4]=2[OH:22])=[O:21])=[CH:19][CH:18]=1.